Task: Predict the product of the given reaction.. Dataset: Forward reaction prediction with 1.9M reactions from USPTO patents (1976-2016) (1) Given the reactants [CH3:1][C:2]1[N:6]=[C:5]([C:7]2[N:8]=[C:9]3[N:19]([CH:20]=2)[CH2:18][CH2:17][O:16][C:15]2[C:10]3=[CH:11][CH:12]=[C:13]([C:21]3[CH:22]=[N:23][N:24]([CH3:32])[C:25]=3[CH:26]3[CH2:31][CH2:30][CH2:29][NH:28][CH2:27]3)[CH:14]=2)[N:4]([CH:33]([CH3:35])[CH3:34])[N:3]=1.O1[CH2:41][CH2:40][C:39](=[O:42])CC1, predict the reaction product. The product is: [CH:33]([N:4]1[C:5]([C:7]2[N:8]=[C:9]3[C:10]4[CH:11]=[CH:12][C:13]([C:21]5[CH:22]=[N:23][N:24]([CH3:32])[C:25]=5[CH:26]5[CH2:31][CH2:30][CH2:29][N:28]([CH:40]6[CH2:39][O:42][CH2:41]6)[CH2:27]5)=[CH:14][C:15]=4[O:16][CH2:17][CH2:18][N:19]3[CH:20]=2)=[N:6][C:2]([CH3:1])=[N:3]1)([CH3:35])[CH3:34]. (2) Given the reactants Cl[CH2:2][CH2:3][CH2:4][N:5]1[C:14]2[C:9](=[CH:10][CH:11]=[CH:12][CH:13]=2)[CH:8]=[CH:7][C:6]1=[O:15].C([O-])([O-])=O.[K+].[K+].[CH2:22]([CH:26]1[CH2:31][CH2:30][NH:29][CH2:28][CH2:27]1)[CH2:23][CH2:24][CH3:25].CC#N, predict the reaction product. The product is: [CH2:22]([CH:26]1[CH2:31][CH2:30][N:29]([CH2:2][CH2:3][CH2:4][N:5]2[C:14]3[C:9](=[CH:10][CH:11]=[CH:12][CH:13]=3)[CH:8]=[CH:7][C:6]2=[O:15])[CH2:28][CH2:27]1)[CH2:23][CH2:24][CH3:25]. (3) Given the reactants [NH2:1][CH2:2][C:3]1([C:6]#[N:7])[CH2:5][CH2:4]1.[Br:8][C:9]1[N:10]=[C:11]([CH:29]2[CH2:31][CH2:30]2)[N:12]([CH2:21][O:22][CH2:23][CH2:24][Si:25]([CH3:28])([CH3:27])[CH3:26])[C:13]=1[C:14]1[CH:19]=[CH:18][N:17]=[C:16](Cl)[N:15]=1.CCN(C(C)C)C(C)C.C([O-])([O-])=O.[Na+].[Na+], predict the reaction product. The product is: [Br:8][C:9]1[N:10]=[C:11]([CH:29]2[CH2:31][CH2:30]2)[N:12]([CH2:21][O:22][CH2:23][CH2:24][Si:25]([CH3:26])([CH3:27])[CH3:28])[C:13]=1[C:14]1[CH:19]=[CH:18][N:17]=[C:16]([NH:7][CH2:6][C:3]2([C:2]#[N:1])[CH2:5][CH2:4]2)[N:15]=1. (4) Given the reactants [CH3:1][C:2]([CH3:5])([O-])[CH3:3].[K+].[C:7]1([N:13]2[C:26]3[CH:25]=[CH:24][C:23]([CH:27]=O)=[CH:22][C:21]=3[S:20][C:19]3[C:14]2=[CH:15][CH:16]=[CH:17][CH:18]=3)[CH:12]=[CH:11][CH:10]=[CH:9][CH:8]=1.C(OP([CH2:37][C:38]1[CH:43]=[CH:42][C:41]([C:44]2[CH:49]=[CH:48][C:47]([CH2:50]P(OCC)(OCC)=O)=[CH:46][CH:45]=2)=[CH:40][CH:39]=1)(=O)OCC)C, predict the reaction product. The product is: [C:7]1([N:13]2[C:26]3[CH:25]=[CH:24][C:23]([CH:27]=[CH:50][C:47]4[CH:46]=[CH:45][C:44]([C:41]5[CH:40]=[CH:39][C:38]([CH:37]=[CH:1][C:2]6[CH:5]=[CH:25][C:26]7[N:13]([C:7]8[CH:12]=[CH:11][CH:10]=[CH:9][CH:8]=8)[C:14]8[C:19]([S:20][C:21]=7[CH:3]=6)=[CH:18][CH:17]=[CH:16][CH:15]=8)=[CH:43][CH:42]=5)=[CH:49][CH:48]=4)=[CH:22][C:21]=3[S:20][C:19]3[C:14]2=[CH:15][CH:16]=[CH:17][CH:18]=3)[CH:12]=[CH:11][CH:10]=[CH:9][CH:8]=1. (5) Given the reactants [N:1]1[C:5]2[CH:6]=[CH:7][C:8]([NH2:10])=[CH:9][C:4]=2[NH:3][CH:2]=1.[CH3:11][O:12][C:13]1[CH:20]=[CH:19][C:16]([CH:17]=O)=[CH:15][CH:14]=1.[BH4-].[Na+].[OH-].[Na+], predict the reaction product. The product is: [CH3:11][O:12][C:13]1[CH:20]=[CH:19][C:16]([CH2:17][NH:10][C:8]2[CH:7]=[CH:6][C:5]3[N:1]=[CH:2][NH:3][C:4]=3[CH:9]=2)=[CH:15][CH:14]=1. (6) The product is: [F:11][C:10]([F:13])([F:12])[CH2:9][O:14][CH2:2][C:3]1([CH2:7][O:15][CH2:9][C:10]([F:13])([F:12])[F:11])[CH2:6][O:5][CH2:4]1. Given the reactants Br[CH2:2][C:3]1([CH2:7]Br)[CH2:6][O:5][CH2:4]1.[CH2:9]([OH:14])[C:10]([F:13])([F:12])[F:11].[OH-:15].[K+], predict the reaction product. (7) Given the reactants [C:1]1([CH3:8])[C:6]([OH:7])=CC=C[CH:2]=1.[C:9]1([OH:15])C=CC=[CH:11][CH:10]=1.[CH2:16]([O:20][CH2:21][CH2:22][CH2:23][Si](OC)(OC)OC)[CH:17]1[O:19][CH2:18]1.[SiH4], predict the reaction product. The product is: [C:6]([O:7][CH2:11][CH:10]1[O:15][CH2:9]1)(=[O:19])[C:1]([CH3:8])=[CH2:2].[C:21]([O:20][CH2:16][CH:17]1[O:19][CH2:18]1)(=[O:7])[CH:22]=[CH2:23]. (8) Given the reactants [F:1][C:2]([F:32])([F:31])[C:3]1[CH:8]=[CH:7][C:6]([C:9]2[C:10]([C:15]([NH:17][C:18]3[CH:27]=[C:26]4[C:21]([CH:22]=[C:23]([C:28]([OH:30])=O)[CH:24]=[N:25]4)=[CH:20][CH:19]=3)=[O:16])=[CH:11][CH:12]=[CH:13][CH:14]=2)=[CH:5][CH:4]=1.[CH:33]1([NH2:38])[CH2:37][CH2:36][CH2:35][CH2:34]1.Cl.CN(C)CCCN=C=NCC.ON1C2C=CC=CC=2N=N1.C(N(CC)CC)C, predict the reaction product. The product is: [CH:33]1([NH:38][C:28]([C:23]2[CH:24]=[N:25][C:26]3[C:21]([CH:22]=2)=[CH:20][CH:19]=[C:18]([NH:17][C:15]([C:10]2[C:9]([C:6]4[CH:7]=[CH:8][C:3]([C:2]([F:32])([F:1])[F:31])=[CH:4][CH:5]=4)=[CH:14][CH:13]=[CH:12][CH:11]=2)=[O:16])[CH:27]=3)=[O:30])[CH2:37][CH2:36][CH2:35][CH2:34]1. (9) Given the reactants I.[Cl:2][C:3]1[C:4]2[C:5]3[C:6](=[C:20]([CH3:23])[O:21][N:22]=3)[C:7](=[O:19])[N:8]([CH:13]3[CH2:18][CH2:17][CH2:16][NH:15][CH2:14]3)[C:9]=2[CH:10]=[CH:11][CH:12]=1.[CH2:24]([O:26][C:27](=[O:30])[CH2:28]Br)[CH3:25].C(=O)([O-])[O-].[K+].[K+], predict the reaction product. The product is: [CH2:24]([O:26][C:27](=[O:30])[CH2:28][N:15]1[CH2:16][CH2:17][CH2:18][CH:13]([N:8]2[C:9]3[CH:10]=[CH:11][CH:12]=[C:3]([Cl:2])[C:4]=3[C:5]3=[N:22][O:21][C:20]([CH3:23])=[C:6]3[C:7]2=[O:19])[CH2:14]1)[CH3:25]. (10) Given the reactants [CH3:1][C:2]1[NH:6][N:5]=[C:4]([C:7]([C:9]2[CH:10]=[CH:11][C:12]3[NH:18][C:17]4[N:19]=[C:20]([C:23]([F:26])([F:25])[F:24])[CH:21]=[CH:22][C:16]=4[CH2:15][N:14]([S:27]([C:30]4[CH:35]=[CH:34][C:33]([O:36][C:37]([F:40])([F:39])[F:38])=[CH:32][CH:31]=4)(=[O:29])=[O:28])[C:13]=3[CH:41]=2)=[O:8])[CH:3]=1.I[C:43]1C=CC2NC3N=C(C(F)(F)F)C=CC=3CN(S(C3C=CC(OC(F)(F)F)=CC=3)(=O)=O)C=2C=1.C([Mg]Cl)(C)C.CON(C)C(C1C=C(C)NN=1)=O, predict the reaction product. The product is: [CH3:1][C:2]1[NH:6][N:5]=[C:4]([C:7]([C:9]2[CH:10]=[CH:11][C:12]3[NH:18][C:17]4[N:19]=[C:20]([C:23]([F:24])([F:25])[F:26])[CH:21]=[CH:22][C:16]=4[CH2:15][N:14]([S:27]([C:30]4[CH:35]=[CH:34][C:33]([O:36][C:37]([F:39])([F:40])[F:38])=[CH:32][CH:31]=4)(=[O:29])=[O:28])[C:13]=3[CH:41]=2)([OH:8])[CH3:43])[CH:3]=1.